Dataset: Forward reaction prediction with 1.9M reactions from USPTO patents (1976-2016). Task: Predict the product of the given reaction. (1) Given the reactants [I:1][C:2](=[CH2:5])[CH2:3][OH:4].N1C=CN=C1.[Si:11](Cl)([C:14]([CH3:17])([CH3:16])[CH3:15])([CH3:13])[CH3:12], predict the reaction product. The product is: [C:14]([Si:11]([O:4][CH2:3][C:2]([I:1])=[CH2:5])([CH3:13])[CH3:12])([CH3:17])([CH3:16])[CH3:15]. (2) Given the reactants [C:12]([O:11][C:9](O[C:9]([O:11][C:12]([CH3:15])([CH3:14])[CH3:13])=[O:10])=[O:10])([CH3:15])([CH3:14])[CH3:13].[CH2:16]([O:18][C:19]([CH:21]1[CH2:38][N:25]2[CH2:26][CH2:27][C:28]3[C:33]([CH:24]2[CH2:23][CH:22]1[NH:39][CH2:40][C:41]1[CH:46]=[CH:45][CH:44]=[CH:43][CH:42]=1)=[CH:32][C:31]([O:34][CH3:35])=[C:30]([O:36][CH3:37])[CH:29]=3)=[O:20])[CH3:17], predict the reaction product. The product is: [CH2:16]([O:18][C:19]([CH:21]1[CH2:38][N:25]2[CH2:26][CH2:27][C:28]3[C:33]([CH:24]2[CH2:23][CH:22]1[N:39]([CH2:40][C:41]1[CH:46]=[CH:45][CH:44]=[CH:43][CH:42]=1)[C:9]([O:11][C:12]([CH3:13])([CH3:14])[CH3:15])=[O:10])=[CH:32][C:31]([O:34][CH3:35])=[C:30]([O:36][CH3:37])[CH:29]=3)=[O:20])[CH3:17]. (3) The product is: [F:20][C:19]([F:22])([F:21])[CH2:18][C@@H:17]([CH3:23])[CH2:16][OH:24]. Given the reactants [BH4-].[Li+].C([C@@H]1COC(=O)N1[C:16](=[O:24])[C@H:17]([CH3:23])[CH2:18][C:19]([F:22])([F:21])[F:20])C1C=CC=CC=1.O, predict the reaction product.